From a dataset of Reaction yield outcomes from USPTO patents with 853,638 reactions. Predict the reaction yield, written as a fraction of the theoretical maximum amount of product (1.0 means a 100% yield; for example, 0.34 means a 34% yield). (1) The reactants are [F:1][C:2]1[CH:7]=[CH:6][C:5]([S:8]([NH:11][CH2:12][C:13]2[CH:22]=[CH:21][C:16]([C:17]([O:19][CH3:20])=[O:18])=[CH:15][CH:14]=2)(=[O:10])=[O:9])=[CH:4][CH:3]=1.[CH3:23][CH:24](O)[CH3:25].C1C=CC(P(C2C=CC=CC=2)C2C=CC=CC=2)=CC=1.N(C(OC(C)C)=O)=NC(OC(C)C)=O. The catalyst is C1COCC1.O. The product is [F:1][C:2]1[CH:7]=[CH:6][C:5]([S:8]([N:11]([CH2:12][C:13]2[CH:14]=[CH:15][C:16]([C:17]([O:19][CH3:20])=[O:18])=[CH:21][CH:22]=2)[CH:24]([CH3:25])[CH3:23])(=[O:10])=[O:9])=[CH:4][CH:3]=1. The yield is 0.630. (2) The yield is 0.650. The reactants are [OH:1][CH:2]1[CH2:5][N:4]([C:6]2[S:7][CH:8]=[C:9]([C:11](=[O:20])[NH:12][C@H:13]([CH2:18][OH:19])[CH2:14][CH:15]([CH3:17])[CH3:16])[N:10]=2)[CH2:3]1.[Si:21](Cl)([C:24]([CH3:27])([CH3:26])[CH3:25])([CH3:23])[CH3:22].N1C=CN=C1. The catalyst is CN(C)C=O. The product is [Si:21]([O:19][CH2:18][C@@H:13]([NH:12][C:11]([C:9]1[N:10]=[C:6]([N:4]2[CH2:5][CH:2]([OH:1])[CH2:3]2)[S:7][CH:8]=1)=[O:20])[CH2:14][CH:15]([CH3:17])[CH3:16])([C:24]([CH3:27])([CH3:26])[CH3:25])([CH3:23])[CH3:22].